This data is from Catalyst prediction with 721,799 reactions and 888 catalyst types from USPTO. The task is: Predict which catalyst facilitates the given reaction. (1) Reactant: [CH3:1][N:2]([CH3:15])[CH2:3][C:4]#[C:5][C:6]1[CH:7]=[C:8]2[CH:14]=[CH:13][NH:12][C:9]2=[N:10][CH:11]=1.[Al+3].[Cl-].[Cl-].[Cl-].[F:20][C:21]1[C:26]([F:27])=[CH:25][CH:24]=[CH:23][C:22]=1[CH2:28][C:29](Cl)=[O:30]. Product: [F:20][C:21]1[C:26]([F:27])=[CH:25][CH:24]=[CH:23][C:22]=1[CH2:28][C:29]([C:14]1[C:8]2[C:9](=[N:10][CH:11]=[C:6]([C:5]#[C:4][CH2:3][N:2]([CH3:1])[CH3:15])[CH:7]=2)[NH:12][CH:13]=1)=[O:30]. The catalyst class is: 2. (2) Reactant: C(S[C:9]1[CH:18]=[C:17]2[C:12]([C:13]([Br:21])=[CH:14][N:15]([CH3:20])[C:16]2=[O:19])=[CH:11][CH:10]=1)C1C=CC=CC=1.C(Cl)Cl.C(O)(=O)C.[S:29]([Cl:33])(Cl)(=[O:31])=[O:30]. Product: [Br:21][C:13]1[C:12]2[C:17](=[CH:18][C:9]([S:29]([Cl:33])(=[O:31])=[O:30])=[CH:10][CH:11]=2)[C:16](=[O:19])[N:15]([CH3:20])[CH:14]=1. The catalyst class is: 84. (3) Reactant: [Br:1][C:2]1[CH:3]=[C:4]([OH:9])[CH:5]=[CH:6][C:7]=1[F:8].N1C=CC=CC=1.[C:16](OC(=O)C)(=[O:18])[CH3:17]. The catalyst class is: 2. Product: [Br:1][C:2]1[CH:3]=[C:4]([O:9][C:16](=[O:18])[CH3:17])[CH:5]=[CH:6][C:7]=1[F:8]. (4) Reactant: [CH:1]1([C:4]2[C:13]([CH2:14][C:15]3[CH:20]=[CH:19][C:18]([N:21]4[CH:25]=[CH:24][CH:23]=[N:22]4)=[CH:17][CH:16]=3)=[C:12]([CH3:26])[C:11]3[C:10]([OH:27])=[CH:9][CH:8]=[C:7]([F:28])[C:6]=3[N:5]=2)[CH2:3][CH2:2]1.C(=O)([O-])[O-].[K+].[K+].[CH3:35][O:36][C:37](=[O:41])[C@H:38](Cl)[CH3:39]. Product: [CH3:35][O:36][C:37](=[O:41])[C@@H:38]([O:27][C:10]1[CH:9]=[CH:8][C:7]([F:28])=[C:6]2[C:11]=1[C:12]([CH3:26])=[C:13]([CH2:14][C:15]1[CH:20]=[CH:19][C:18]([N:21]3[CH:25]=[CH:24][CH:23]=[N:22]3)=[CH:17][CH:16]=1)[C:4]([CH:1]1[CH2:2][CH2:3]1)=[N:5]2)[CH3:39]. The catalyst class is: 6.